Dataset: Forward reaction prediction with 1.9M reactions from USPTO patents (1976-2016). Task: Predict the product of the given reaction. (1) Given the reactants [Cl:1][C:2]1[CH:11]=[CH:10][CH:9]=[CH:8][C:3]=1[O:4][CH2:5][CH2:6][OH:7].[N+](=[CH:14][C:15]([O:17][CH2:18][CH3:19])=[O:16])=[N-].CO, predict the reaction product. The product is: [CH2:18]([O:17][C:15](=[O:16])[CH2:14][O:7][CH2:6][CH2:5][O:4][C:3]1[CH:8]=[CH:9][CH:10]=[CH:11][C:2]=1[Cl:1])[CH3:19]. (2) Given the reactants [Br-].C[PH3+].[CH3:4]C(C)([O-])C.[K+].[C:10]1([N:16]([C:25]2[CH:30]=[CH:29][CH:28]=[CH:27][CH:26]=2)[C:17]2[CH:24]=[CH:23][C:20]([CH:21]=O)=[CH:19][CH:18]=2)[CH:15]=[CH:14][CH:13]=[CH:12][CH:11]=1, predict the reaction product. The product is: [C:10]1([N:16]([C:25]2[CH:30]=[CH:29][CH:28]=[CH:27][CH:26]=2)[C:17]2[CH:24]=[CH:23][C:20]([CH:21]=[CH2:4])=[CH:19][CH:18]=2)[CH:15]=[CH:14][CH:13]=[CH:12][CH:11]=1. (3) Given the reactants [F:1][C:2]1[CH:29]=[CH:28][C:5]([CH2:6][NH:7][C:8]([C:10]2([CH2:23][CH2:24][CH2:25][CH2:26]Br)[C:22]3[CH:21]=[CH:20][CH:19]=[CH:18][C:17]=3[C:16]3[C:11]2=[CH:12][CH:13]=[CH:14][CH:15]=3)=[O:9])=[CH:4][CH:3]=1.[Cl:30][C:31]1[CH:32]=[CH:33][CH:34]=[C:35]2[C:40]=1[N:39]=[C:38]([N:41]1[CH2:46][CH2:45][NH:44][CH2:43][CH2:42]1)[CH:37]=[CH:36]2, predict the reaction product. The product is: [F:1][C:2]1[CH:29]=[CH:28][C:5]([CH2:6][NH:7][C:8]([C:10]2([CH2:23][CH2:24][CH2:25][CH2:26][N:44]3[CH2:45][CH2:46][N:41]([C:38]4[CH:37]=[CH:36][C:35]5[C:40](=[C:31]([Cl:30])[CH:32]=[CH:33][CH:34]=5)[N:39]=4)[CH2:42][CH2:43]3)[C:22]3[CH:21]=[CH:20][CH:19]=[CH:18][C:17]=3[C:16]3[C:11]2=[CH:12][CH:13]=[CH:14][CH:15]=3)=[O:9])=[CH:4][CH:3]=1. (4) Given the reactants C([N:3]([CH2:6]C)CC)C.C1(P(N=[N+]=[N-])(C2C=CC=CC=2)=[O:15])C=CC=CC=1.[C:25]([OH:29])([CH3:28])([CH3:27])[CH3:26].[CH2:30]([O:32][C:33]([C:35]1[CH:39]=[C:38]([C:40]2[CH:45]=[N:44][C:43](C(O)=O)=[CH:42][N:41]=2)[N:37]([C:49]2[CH:50]=[N:51][C:52]([O:55][CH3:56])=[CH:53][CH:54]=2)[N:36]=1)=[O:34])[CH3:31], predict the reaction product. The product is: [CH2:30]([O:32][C:33]([C:35]1[CH:39]=[C:38]([C:40]2[CH:45]=[N:44][C:43]([NH:3][C:6]([O:29][C:25]([CH3:28])([CH3:27])[CH3:26])=[O:15])=[CH:42][N:41]=2)[N:37]([C:49]2[CH:50]=[N:51][C:52]([O:55][CH3:56])=[CH:53][CH:54]=2)[N:36]=1)=[O:34])[CH3:31]. (5) Given the reactants [CH3:1][Mg+].[Br-].[CH3:4][C:5]([C:7]1[CH:12]=[CH:11][C:10]([F:13])=[CH:9][C:8]=1[F:14])=[O:6], predict the reaction product. The product is: [F:14][C:8]1[CH:9]=[C:10]([F:13])[CH:11]=[CH:12][C:7]=1[C:5]([OH:6])([CH3:1])[CH3:4]. (6) Given the reactants [C:1]([C:3]1[CH:8]=[CH:7][C:6]([NH:9][C:10](=[O:18])[CH2:11][CH2:12][CH2:13][CH2:14][C:15]([OH:17])=O)=[CH:5][CH:4]=1)#[N:2].[CH2:19]([N:21]1[C:33]2[CH:32]=[CH:31][C:30]([NH2:34])=[CH:29][C:28]=2[C:27]2[C:22]1=[CH:23][CH:24]=[CH:25][CH:26]=2)[CH3:20], predict the reaction product. The product is: [C:1]([C:3]1[CH:4]=[CH:5][C:6]([NH:9][C:10](=[O:18])[CH2:11][CH2:12][CH2:13][CH2:14][C:15]([NH:34][C:30]2[CH:31]=[CH:32][C:33]3[N:21]([CH2:19][CH3:20])[C:22]4[C:27]([C:28]=3[CH:29]=2)=[CH:26][CH:25]=[CH:24][CH:23]=4)=[O:17])=[CH:7][CH:8]=1)#[N:2].